Dataset: Reaction yield outcomes from USPTO patents with 853,638 reactions. Task: Predict the reaction yield, written as a fraction of the theoretical maximum amount of product (1.0 means a 100% yield; for example, 0.34 means a 34% yield). (1) The reactants are Br[C:2]1[C:11]2[C:6](=[CH:7][CH:8]=[CH:9][CH:10]=2)[C:5]([C:12]2[CH:17]=[CH:16][C:15]([Cl:18])=[CH:14][CH:13]=2)=[C:4]([CH:19]([O:24][C:25]([CH3:28])([CH3:27])[CH3:26])[C:20]([O:22]C)=[O:21])[C:3]=1[CH3:29].[NH:30]1[CH:35]=[C:34](B(O)O)[CH:33]=[N:32][C:31]1=[O:39].C([O-])([O-])=O.[K+].[K+].[F-].[K+]. The catalyst is C1C=CC(P(C2C=CC=CC=2)[C-]2C=CC=C2)=CC=1.C1C=CC(P(C2C=CC=CC=2)[C-]2C=CC=C2)=CC=1.Cl[Pd]Cl.[Fe+2].O.CCO.C1COCC1.CC(O)=O.C1(C)C=CC=CC=1. The product is [C:25]([O:24][CH:19]([C:4]1[C:3]([CH3:29])=[C:2]([C:34]2[CH:35]=[N:30][C:31](=[O:39])[NH:32][CH:33]=2)[C:11]2[C:6](=[CH:7][CH:8]=[CH:9][CH:10]=2)[C:5]=1[C:12]1[CH:17]=[CH:16][C:15]([Cl:18])=[CH:14][CH:13]=1)[C:20]([OH:22])=[O:21])([CH3:27])([CH3:26])[CH3:28]. The yield is 0.360. (2) The reactants are [NH2:1][C:2]1[CH:7]=[CH:6][C:5]([CH3:8])=[CH:4][CH:3]=1.[CH3:9][C:10]([CH3:14])(O)[C:11]#[N:12]. No catalyst specified. The product is [CH3:9][C:10]([NH:1][C:2]1[CH:7]=[CH:6][C:5]([CH3:8])=[CH:4][CH:3]=1)([CH3:14])[C:11]#[N:12]. The yield is 0.990. (3) The reactants are [NH2:1][C:2]1[C:7]([Br:8])=[N:6][C:5]([Br:9])=[CH:4][N:3]=1.[Br:10][CH2:11][C:12](O[C:12](=[O:13])[CH2:11][Br:10])=[O:13]. The catalyst is C(#N)C. The product is [Br:10][CH2:11][C:12]([NH:1][C:2]1[C:7]([Br:8])=[N:6][C:5]([Br:9])=[CH:4][N:3]=1)=[O:13]. The yield is 0.850. (4) The product is [CH2:39]([O:36][C:22]1[CH:21]=[CH:20][C:19]([O:18][Si:1]([C:14]([CH3:17])([CH3:16])[CH3:15])([C:8]2[CH:13]=[CH:12][CH:11]=[CH:10][CH:9]=2)[C:2]2[CH:3]=[CH:4][CH:5]=[CH:6][CH:7]=2)=[CH:24][C:23]=1[N:25]1[C:33](=[O:34])[C:32]2[C:27](=[CH:28][CH:29]=[CH:30][CH:31]=2)[C:26]1=[O:35])[CH:38]=[CH2:37]. The reactants are [Si:1]([O:18][C:19]1[CH:20]=[CH:21][C:22]([OH:36])=[C:23]([N:25]2[C:33](=[O:34])[C:32]3[C:27](=[CH:28][CH:29]=[CH:30][CH:31]=3)[C:26]2=[O:35])[CH:24]=1)([C:14]([CH3:17])([CH3:16])[CH3:15])([C:8]1[CH:13]=[CH:12][CH:11]=[CH:10][CH:9]=1)[C:2]1[CH:7]=[CH:6][CH:5]=[CH:4][CH:3]=1.[CH2:37](Br)[CH:38]=[CH2:39].C([O-])([O-])=O.[K+].[K+]. The catalyst is CC(C)=O. The yield is 0.890. (5) The reactants are [NH:1]1[CH2:5][CH2:4][CH2:3][C@H:2]1[C:6]([O:8][CH3:9])=[O:7].Cl[C:11]1[C:20]([N+:21]([O-:23])=[O:22])=[CH:19][C:14]([C:15]([O:17][CH3:18])=[O:16])=[CH:13][N:12]=1. The catalyst is CCOC(C)=O. The product is [CH3:9][O:8][C:6]([C@@H:2]1[CH2:3][CH2:4][CH2:5][N:1]1[C:11]1[C:20]([N+:21]([O-:23])=[O:22])=[CH:19][C:14]([C:15]([O:17][CH3:18])=[O:16])=[CH:13][N:12]=1)=[O:7]. The yield is 0.940. (6) The reactants are [C:1]([C:3]1[CH:8]=[CH:7][CH:6]=[CH:5][C:4]=1[C:9]1[CH:14]=[CH:13][C:12]([CH2:15][C:16]2[C:17](=[O:36])[N:18]([CH2:28][C:29]([O:31]C(C)(C)C)=[O:30])[C:19]3[N:20]([N:25]=[CH:26][N:27]=3)[C:21]=2[CH2:22][CH2:23][CH3:24])=[CH:11][CH:10]=1)#[N:2].FC(F)(F)C(O)=O. The catalyst is C1(C)C=CC=CC=1. The product is [C:1]([C:3]1[CH:8]=[CH:7][CH:6]=[CH:5][C:4]=1[C:9]1[CH:10]=[CH:11][C:12]([CH2:15][C:16]2[C:17](=[O:36])[N:18]([CH2:28][C:29]([OH:31])=[O:30])[C:19]3[N:20]([N:25]=[CH:26][N:27]=3)[C:21]=2[CH2:22][CH2:23][CH3:24])=[CH:13][CH:14]=1)#[N:2]. The yield is 0.920. (7) The reactants are [F:1][C:2]1[CH:7]=[CH:6][CH:5]=[C:4]([F:8])[C:3]=1[N:9]1[C:14]2[N:15]=[C:16]([NH:27][CH2:28][C:29]([NH:31][CH2:32][CH2:33][O:34]C)=[O:30])[N:17]=[C:18]([C:19]3[CH:24]=[CH:23][C:22]([F:25])=[CH:21][C:20]=3[CH3:26])[C:13]=2[CH:12]=[CH:11][C:10]1=[O:36].B(Br)(Br)Br.O. The catalyst is ClCCl. The product is [F:1][C:2]1[CH:7]=[CH:6][CH:5]=[C:4]([F:8])[C:3]=1[N:9]1[C:14]2[N:15]=[C:16]([NH:27][CH2:28][C:29]([NH:31][CH2:32][CH2:33][OH:34])=[O:30])[N:17]=[C:18]([C:19]3[CH:24]=[CH:23][C:22]([F:25])=[CH:21][C:20]=3[CH3:26])[C:13]=2[CH:12]=[CH:11][C:10]1=[O:36]. The yield is 0.620.